From a dataset of Full USPTO retrosynthesis dataset with 1.9M reactions from patents (1976-2016). Predict the reactants needed to synthesize the given product. (1) Given the product [Cl:1][C:2]1[C:3]([C:33]([C:36]#[N:37])([CH3:34])[CH3:35])=[CH:4][C:5]([O:30][CH2:31][CH3:32])=[C:6]([C:8]2[N:9]([C:27]([N:47]3[CH2:46][CH2:45][N:44]([CH2:43][C:42]([N:41]([CH:38]([CH3:40])[CH3:39])[CH3:51])=[O:50])[CH2:49][CH2:48]3)=[O:28])[C@H:10]([C:20]3[CH:21]=[CH:22][C:23]([Cl:26])=[CH:24][CH:25]=3)[C@H:11]([C:13]3[CH:18]=[CH:17][C:16]([Cl:19])=[CH:15][CH:14]=3)[N:12]=2)[CH:7]=1, predict the reactants needed to synthesize it. The reactants are: [Cl:1][C:2]1[C:3]([C:33]([C:36]#[N:37])([CH3:35])[CH3:34])=[CH:4][C:5]([O:30][CH2:31][CH3:32])=[C:6]([C:8]2[N:9]([C:27](Cl)=[O:28])[C@H:10]([C:20]3[CH:25]=[CH:24][C:23]([Cl:26])=[CH:22][CH:21]=3)[C@H:11]([C:13]3[CH:18]=[CH:17][C:16]([Cl:19])=[CH:15][CH:14]=3)[N:12]=2)[CH:7]=1.[CH:38]([N:41]([CH3:51])[C:42](=[O:50])[CH2:43][N:44]1[CH2:49][CH2:48][NH:47][CH2:46][CH2:45]1)([CH3:40])[CH3:39]. (2) Given the product [NH2:8][C:9]1[C:14]([Cl:15])=[C:13]([N:16]2[CH2:27][CH2:26][C:19]3([C:23](=[O:24])[NH:22][C:21](=[O:25])[CH2:20]3)[CH2:18][CH2:17]2)[C:12]([C:28]2[CH:29]=[CH:30][C:31]([C:34]3[CH:35]=[N:36][N:37]([CH3:39])[CH:38]=3)=[CH:32][CH:33]=2)=[CH:11][N:10]=1, predict the reactants needed to synthesize it. The reactants are: COC1C=CC(C[N:8](CC2C=CC(OC)=CC=2)[C:9]2[C:14]([Cl:15])=[C:13]([N:16]3[CH2:27][CH2:26][C:19]4([C:23](=[O:24])[NH:22][C:21](=[O:25])[CH2:20]4)[CH2:18][CH2:17]3)[C:12]([C:28]3[CH:33]=[CH:32][C:31]([C:34]4[CH:35]=[N:36][N:37]([CH3:39])[CH:38]=4)=[CH:30][CH:29]=3)=[CH:11][N:10]=2)=CC=1.C([O-])(O)=O.[Na+].ClCCl. (3) Given the product [CH3:14][C:15]1[C:16]([C:2]2[CH:7]=[CH:6][C:5]([C:8]3[O:12][N:11]=[C:10]([CH3:13])[N:9]=3)=[CH:4][CH:3]=2)=[CH:17][C:18]([NH:21][C:22]([C:24]2[CH:28]=[CH:27][O:26][CH:25]=2)=[O:23])=[CH:19][CH:20]=1, predict the reactants needed to synthesize it. The reactants are: I[C:2]1[CH:7]=[CH:6][C:5]([C:8]2[O:12][N:11]=[C:10]([CH3:13])[N:9]=2)=[CH:4][CH:3]=1.[CH3:14][C:15]1[CH:20]=[CH:19][C:18]([NH:21][C:22]([C:24]2[CH:28]=[CH:27][O:26][CH:25]=2)=[O:23])=[CH:17][C:16]=1B1OC(C)(C)C(C)(C)O1. (4) Given the product [Br:6][C:7]1[CH:11]=[C:10]([C:12]2[O:14][C:33](=[O:34])[C:32]3[CH:36]=[C:37]([Cl:41])[CH:38]=[C:39]([Cl:40])[C:31]=3[N:30]=2)[N:9]([C:15]2[C:20]([Cl:21])=[CH:19][C:18]([Cl:22])=[CH:17][N:16]=2)[N:8]=1, predict the reactants needed to synthesize it. The reactants are: CS(Cl)(=O)=O.[Br:6][C:7]1[CH:11]=[C:10]([C:12]([OH:14])=O)[N:9]([C:15]2[C:20]([Cl:21])=[CH:19][C:18]([Cl:22])=[CH:17][N:16]=2)[N:8]=1.C(N(CC)CC)C.[NH2:30][C:31]1[C:39]([Cl:40])=[CH:38][C:37]([Cl:41])=[CH:36][C:32]=1[C:33](O)=[O:34]. (5) The reactants are: [CH3:1][O:2][N:3]([CH3:19])[C:4]([CH:6]1[CH2:11][CH2:10][N:9](C(OC(C)(C)C)=O)[CH2:8][CH2:7]1)=[O:5].FC(F)(F)C(O)=O. Given the product [CH3:1][O:2][N:3]([CH3:19])[C:4]([CH:6]1[CH2:7][CH2:8][NH:9][CH2:10][CH2:11]1)=[O:5], predict the reactants needed to synthesize it. (6) Given the product [NH:13]1[CH2:14][CH:15]([NH:17][C:18]2[CH:23]=[C:22]([F:24])[C:21]([CH:25]3[C:37]4[NH:36][C:35]5[C:30](=[CH:31][C:32]([F:38])=[CH:33][CH:34]=5)[C:29]=4[CH2:28][CH:27]([CH3:39])[N:26]3[CH2:40][C:41]([F:62])([F:61])[CH2:42][O:43][Si:44]([C:57]([CH3:58])([CH3:59])[CH3:60])([C:51]3[CH:52]=[CH:53][CH:54]=[CH:55][CH:56]=3)[C:45]3[CH:50]=[CH:49][CH:48]=[CH:47][CH:46]=3)=[C:20]([F:63])[CH:19]=2)[CH2:16]1, predict the reactants needed to synthesize it. The reactants are: S(=O)(=O)(O)O.C(OC([N:13]1[CH2:16][CH:15]([NH:17][C:18]2[CH:23]=[C:22]([F:24])[C:21]([CH:25]3[C:37]4[NH:36][C:35]5[C:30](=[CH:31][C:32]([F:38])=[CH:33][CH:34]=5)[C:29]=4[CH2:28][CH:27]([CH3:39])[N:26]3[CH2:40][C:41]([F:62])([F:61])[CH2:42][O:43][Si:44]([C:57]([CH3:60])([CH3:59])[CH3:58])([C:51]3[CH:56]=[CH:55][CH:54]=[CH:53][CH:52]=3)[C:45]3[CH:50]=[CH:49][CH:48]=[CH:47][CH:46]=3)=[C:20]([F:63])[CH:19]=2)[CH2:14]1)=O)(C)(C)C.CCOC(C)=O.C([O-])([O-])=O.[Na+].[Na+]. (7) Given the product [F:20][C:11]1[CH:12]=[C:13]([C:16]([OH:19])([CH3:17])[CH3:18])[CH:14]=[CH:15][C:10]=1[C:4]1[S:3][C:2]([NH:1][C:22]2[CH:23]=[CH:24][CH:25]=[C:26]([CH2:28][S:29]([CH2:32][C:33]([OH:35])([CH3:34])[CH3:36])(=[O:31])=[O:30])[N:27]=2)=[C:6]([C:7]([NH2:9])=[O:8])[CH:5]=1, predict the reactants needed to synthesize it. The reactants are: [NH2:1][C:2]1[S:3][C:4]([C:10]2[CH:15]=[CH:14][C:13]([C:16]([OH:19])([CH3:18])[CH3:17])=[CH:12][C:11]=2[F:20])=[CH:5][C:6]=1[C:7]([NH2:9])=[O:8].Br[C:22]1[N:27]=[C:26]([CH2:28][S:29]([CH2:32][C:33]([CH3:36])([OH:35])[CH3:34])(=[O:31])=[O:30])[CH:25]=[CH:24][CH:23]=1. (8) Given the product [CH3:18][C:13]1([CH3:19])[C:14]([CH3:17])([CH3:16])[O:15][B:11]([C:2]2[CH:10]=[CH:9][C:5]3[N:6]=[CH:7][S:8][C:4]=3[CH:3]=2)[O:12]1, predict the reactants needed to synthesize it. The reactants are: Br[C:2]1[CH:10]=[CH:9][C:5]2[N:6]=[CH:7][S:8][C:4]=2[CH:3]=1.[B:11]1([B:11]2[O:15][C:14]([CH3:17])([CH3:16])[C:13]([CH3:19])([CH3:18])[O:12]2)[O:15][C:14]([CH3:17])([CH3:16])[C:13]([CH3:19])([CH3:18])[O:12]1.